This data is from Catalyst prediction with 721,799 reactions and 888 catalyst types from USPTO. The task is: Predict which catalyst facilitates the given reaction. (1) Reactant: C([N:8]1[CH2:16][C@H:15]([C:17]2[CH:22]=[CH:21][CH:20]=[CH:19][CH:18]=2)[CH2:14][C@@:9]1([CH3:23])[C:10]([O:12][CH3:13])=[O:11])(OC(C)(C)C)=O.Cl. Product: [CH3:13][O:12][C:10](=[O:11])[C@:9]1([CH3:23])[CH2:14][C@@H:15]([C:17]2[CH:22]=[CH:21][CH:20]=[CH:19][CH:18]=2)[CH2:16][NH:8]1. The catalyst class is: 5. (2) Reactant: [C:1]([C:3]1[CH:4]=[C:5]([CH:9]=[CH:10][CH:11]=1)[C:6](O)=[O:7])#[N:2].B.O1CCCC1. Product: [NH2:2][CH2:1][C:3]1[CH:4]=[C:5]([CH:9]=[CH:10][CH:11]=1)[CH2:6][OH:7]. The catalyst class is: 7. (3) Reactant: [CH2:1]([O:4][C:5]1[CH:10]=[CH:9][C:8]([CH2:11][C@@H:12]([NH:29][C:30](=[O:46])[O:31][CH2:32][CH:33]2[C:45]3[CH:44]=[CH:43][CH:42]=CC=3C3[C:34]2=CC=CC=3)[C:13](=[O:28])[NH:14][C@H:15]([CH2:19][O:20][CH2:21]CCCCC=C)[CH:16]([CH3:18])[CH3:17])=[CH:7][CH:6]=1)C=C. Product: [CH:16]([C@@H:15]1[NH:14][C:13](=[O:28])[C@H:12]([NH:29][C:30](=[O:46])[O:31][CH2:32][CH:33]2[C:34]3[CH:9]=[CH:10][CH:5]=[CH:6][C:7]=3[C:8]3[C:45]2=[CH:44][CH:43]=[CH:42][CH:11]=3)[CH2:11][C:8]2=[CH:9][CH:10]=[C:5]([CH:6]=[CH:7]2)[O:4][CH2:1][CH:32]=[CH:33][CH2:45][CH2:44][CH2:43][CH2:42][CH2:21][O:20][CH2:19]1)([CH3:17])[CH3:18]. The catalyst class is: 4. (4) Reactant: C[O:2][C:3](=[O:38])[CH:4]=[CH:5][C:6]1[CH:7]=[C:8]2[C:13](=[CH:14][CH:15]=1)[N:12]([C:16](=[O:24])[C:17]1[CH:22]=[CH:21][C:20]([F:23])=[CH:19][CH:18]=1)[C@@H:11]([CH3:25])[CH2:10][C@H:9]2[N:26]([C:31]1[CH:36]=[CH:35][C:34]([Cl:37])=[CH:33][CH:32]=1)[C:27](=[O:30])[CH2:28][CH3:29]. Product: [Cl:37][C:34]1[CH:35]=[CH:36][C:31]([N:26]([C:27](=[O:30])[CH2:28][CH3:29])[C@H:9]2[C:8]3[C:13](=[CH:14][CH:15]=[C:6]([CH:5]=[CH:4][C:3]([OH:38])=[O:2])[CH:7]=3)[N:12]([C:16](=[O:24])[C:17]3[CH:18]=[CH:19][C:20]([F:23])=[CH:21][CH:22]=3)[C@@H:11]([CH3:25])[CH2:10]2)=[CH:32][CH:33]=1. The catalyst class is: 5. (5) Reactant: C(=O)([O-])[O-].[K+].[K+].Br[CH2:8][CH2:9][CH2:10][CH2:11][O:12][C:13]1[CH:14]=[C:15]2[C:19](=[C:20]([Cl:23])[C:21]=1[Cl:22])[C:18](=[O:24])[C:17]([CH:26]1[CH2:30][CH2:29][CH2:28][CH2:27]1)([CH3:25])[CH2:16]2.[OH:31][C:32]1[CH:33]=[N:34][CH:35]=[CH:36][CH:37]=1. Product: [Cl:22][C:21]1[C:20]([Cl:23])=[C:19]2[C:15]([CH2:16][C:17]([CH:26]3[CH2:30][CH2:29][CH2:28][CH2:27]3)([CH3:25])[C:18]2=[O:24])=[CH:14][C:13]=1[O:12][CH2:11][CH2:10][CH2:9][CH2:8][O:31][C:32]1[CH:33]=[N:34][CH:35]=[CH:36][CH:37]=1. The catalyst class is: 21. (6) Reactant: Br[C:2]1[S:6][C:5]([C:7]([O:9][CH2:10][CH3:11])=[O:8])=[CH:4][C:3]=1[NH:12][C:13]([O:15][C:16]([CH3:19])([CH3:18])[CH3:17])=[O:14].[CH3:20][Si:21]([C:24]#[CH:25])([CH3:23])[CH3:22].CCN(CC)CC. Product: [C:16]([O:15][C:13]([NH:12][C:3]1[CH:4]=[C:5]([C:7]([O:9][CH2:10][CH3:11])=[O:8])[S:6][C:2]=1[C:25]#[C:24][Si:21]([CH3:23])([CH3:22])[CH3:20])=[O:14])([CH3:19])([CH3:18])[CH3:17]. The catalyst class is: 700. (7) Reactant: [Li].[O:2]1[CH2:7][CH2:6][CH2:5][CH2:4][CH:3]1[O:8][C:9]1[CH:16]=[CH:15][C:12]([CH:13]=O)=[CH:11][CH:10]=1.[Br-].[OH:18][CH2:19][CH2:20][CH2:21][CH2:22][CH2:23][CH2:24][O:25][C:26]1[CH:31]=[CH:30][C:29]([CH2:32][P+](C2C=CC=CC=2)(C2C=CC=CC=2)C2C=CC=CC=2)=[CH:28][CH:27]=1. Product: [OH:18][CH2:19][CH2:20][CH2:21][CH2:22][CH2:23][CH2:24][O:25][C:26]1[CH:31]=[CH:30][C:29](/[CH:32]=[CH:13]/[C:12]2[CH:15]=[CH:16][C:9]([O:8][CH:3]3[CH2:4][CH2:5][CH2:6][CH2:7][O:2]3)=[CH:10][CH:11]=2)=[CH:28][CH:27]=1. The catalyst class is: 8. (8) Reactant: [CH3:1][O:2][CH2:3][CH:4]1[CH2:8][N:7]([C:9](OC(C)(C)C)=[O:10])[CH:6]([C:16]2[NH:20][C:19]3[C:21]4[C:26]([CH:27]=[CH:28][C:18]=3[N:17]=2)=[CH:25][C:24]2[C:29]3[C:34]([CH2:35][O:36][C:23]=2[CH:22]=4)=[CH:33][C:32]([B:37]2[O:41][C:40]([CH3:43])([CH3:42])[C:39]([CH3:45])([CH3:44])[O:38]2)=[CH:31][CH:30]=3)[CH2:5]1.Cl.[CH3:47][O:48][C@H:49]([CH3:59])[C@H:50]([NH:54][C:55]([O:57][CH3:58])=[O:56])C(O)=O.CN(C(ON1N=NC2C=CC=NC1=2)=[N+](C)C)C.F[P-](F)(F)(F)(F)F.CCN(C(C)C)C(C)C. Product: [CH3:58][O:57][C:55](=[O:56])[NH:54][CH:50]([CH:49]([O:48][CH3:47])[CH3:59])[C:9]([N:7]1[CH2:8][CH:4]([CH2:3][O:2][CH3:1])[CH2:5][CH:6]1[C:16]1[NH:20][C:19]2[C:21]3[C:26]([CH:27]=[CH:28][C:18]=2[N:17]=1)=[CH:25][C:24]1[C:29]2[C:34]([CH2:35][O:36][C:23]=1[CH:22]=3)=[CH:33][C:32]([B:37]1[O:38][C:39]([CH3:44])([CH3:45])[C:40]([CH3:43])([CH3:42])[O:41]1)=[CH:31][CH:30]=2)=[O:10]. The catalyst class is: 61. (9) Product: [F:1][C:2]1[CH:7]=[CH:6][C:5]([S:8]([F:12])(=[O:10])=[O:9])=[CH:4][CH:3]=1. The catalyst class is: 10. Reactant: [F:1][C:2]1[CH:7]=[CH:6][C:5]([S:8](Cl)(=[O:10])=[O:9])=[CH:4][CH:3]=1.[F-:12].[K+].C(=O)(O)[O-].[Na+].